This data is from Full USPTO retrosynthesis dataset with 1.9M reactions from patents (1976-2016). The task is: Predict the reactants needed to synthesize the given product. Given the product [CH3:63][N:62]([CH2:61][C:59]1[CH:58]=[C:49]2[N:48]([CH:60]=1)[N:47]=[C:46]([C:43]1[CH:44]=[CH:45][C:40]([NH:39][C:26]([NH:23][C:13]3[CH:12]=[CH:11][C:10]([C:8]([N:5]4[CH2:4][CH2:3][N:2]([CH3:1])[CH2:7][CH2:6]4)=[O:9])=[CH:18][CH:17]=3)=[O:27])=[CH:41][CH:42]=1)[N:51]=[C:50]2[N:52]1[CH2:53][CH2:54][O:55][CH2:56][CH2:57]1)[CH3:64], predict the reactants needed to synthesize it. The reactants are: [CH3:1][N:2]1[CH2:7][CH2:6][N:5]([C:8]([C:10]2[CH:18]=[CH:17][C:13](C(O)=O)=[CH:12][CH:11]=2)=[O:9])[CH2:4][CH2:3]1.CN1CC[N:23]([C:26](C2C=CC(C(N=[N+]=[N-])=O)=CC=2)=[O:27])CC1.[NH2:39][C:40]1[CH:45]=[CH:44][C:43]([C:46]2[N:51]=[C:50]([N:52]3[CH2:57][CH2:56][O:55][CH2:54][CH2:53]3)[C:49]3=[CH:58][C:59]([CH2:61][N:62]([CH3:64])[CH3:63])=[CH:60][N:48]3[N:47]=2)=[CH:42][CH:41]=1.